This data is from Forward reaction prediction with 1.9M reactions from USPTO patents (1976-2016). The task is: Predict the product of the given reaction. (1) Given the reactants [CH2:1]([O:5][C:6]1[N:14]=[C:13]2[C:9]([N:10]=[CH:11][N:12]2[CH2:15][C:16]2[CH:21]=[CH:20][CH:19]=[C:18]([CH2:22]O)[CH:17]=2)=[C:8]([NH2:24])[N:7]=1)[CH2:2][CH2:3][CH3:4].[CH2:25]([N:27](CC)CC)C.S(Cl)(C1C=CC(C)=CC=1)(=O)=O.[C-]#N.[Na+], predict the reaction product. The product is: [CH2:1]([O:5][C:6]1[N:14]=[C:13]2[C:9]([N:10]=[CH:11][N:12]2[CH2:15][C:16]2[CH:21]=[CH:20][CH:19]=[C:18]([CH2:22][C:25]#[N:27])[CH:17]=2)=[C:8]([NH2:24])[N:7]=1)[CH2:2][CH2:3][CH3:4]. (2) Given the reactants Br[C:2]1[N:3]([C:9]2[CH:16]=[CH:15][C:12]([C:13]#[N:14])=[CH:11][C:10]=2[CH3:17])[C:4]([CH:7]=[O:8])=[CH:5][CH:6]=1.[CH3:18][O:19][C:20]1[CH:25]=[CH:24][C:23](B(O)O)=[CH:22][CH:21]=1.C(=O)([O-])[O-].[Na+].[Na+], predict the reaction product. The product is: [CH:7]([C:4]1[N:3]([C:9]2[CH:16]=[CH:15][C:12]([C:13]#[N:14])=[CH:11][C:10]=2[CH3:17])[C:2]([C:23]2[CH:24]=[CH:25][C:20]([O:19][CH3:18])=[CH:21][CH:22]=2)=[CH:6][CH:5]=1)=[O:8]. (3) Given the reactants [Br:1][C:2]1[CH:3]=[C:4]([OH:9])[CH:5]=[C:6]([Br:8])[CH:7]=1.Cl[CH:11]([F:13])[F:12], predict the reaction product. The product is: [Br:1][C:2]1[CH:3]=[C:4]([O:9][CH:11]([F:13])[F:12])[CH:5]=[C:6]([Br:8])[CH:7]=1. (4) Given the reactants Cl[C:2]1[CH:31]=[CH:30][C:5]([C:6]([NH:8][C:9]2[CH:14]=[C:13]([NH:15][C:16](=[O:28])[C:17]3[CH:22]=[CH:21][CH:20]=[C:19]([C:23]([C:26]#[N:27])([CH3:25])[CH3:24])[CH:18]=3)[CH:12]=[CH:11][C:10]=2[CH3:29])=[O:7])=[CH:4][N:3]=1.CCN(CC)CC.[CH3:39][N:40]([CH3:44])[CH2:41][CH2:42][NH2:43], predict the reaction product. The product is: [C:26]([C:23]([C:19]1[CH:18]=[C:17]([CH:22]=[CH:21][CH:20]=1)[C:16]([NH:15][C:13]1[CH:12]=[CH:11][C:10]([CH3:29])=[C:9]([NH:8][C:6](=[O:7])[C:5]2[CH:30]=[CH:31][C:2]([NH:43][CH2:42][CH2:41][N:40]([CH3:44])[CH3:39])=[N:3][CH:4]=2)[CH:14]=1)=[O:28])([CH3:25])[CH3:24])#[N:27]. (5) The product is: [Br:17][C:18]1[CH:25]=[CH:24][CH:23]=[C:22]([N:9]2[C:8](=[O:13])[C:7]3[C:14]([F:16])=[CH:15][C:4]([CH:1]4[CH2:3][CH2:2]4)=[CH:5][C:6]=3[O:12][CH2:11][CH2:10]2)[C:19]=1[CH:20]=[O:21]. Given the reactants [CH:1]1([C:4]2[CH:15]=[C:14]([F:16])[C:7]3[C:8](=[O:13])[NH:9][CH2:10][CH2:11][O:12][C:6]=3[CH:5]=2)[CH2:3][CH2:2]1.[Br:17][C:18]1[CH:25]=[CH:24][CH:23]=[C:22](Br)[C:19]=1[CH:20]=[O:21].C(=O)([O-])[O-].[K+].[K+], predict the reaction product. (6) Given the reactants [H-].[H-].[H-].[H-].[Li+].[Al+3].[CH2:7]([N:14]1[CH2:19][CH2:18][C:17]([CH2:26][C:27](OCC)=[O:28])([CH2:20][C:21](OCC)=[O:22])[CH2:16][CH2:15]1)[C:8]1[CH:13]=[CH:12][CH:11]=[CH:10][CH:9]=1, predict the reaction product. The product is: [CH2:7]([N:14]1[CH2:19][CH2:18][C:17]([CH2:20][CH2:21][OH:22])([CH2:26][CH2:27][OH:28])[CH2:16][CH2:15]1)[C:8]1[CH:9]=[CH:10][CH:11]=[CH:12][CH:13]=1. (7) Given the reactants [NH:1]1[C:9]2[C:4](=[N:5][CH:6]=[CH:7][CH:8]=2)[CH:3]=[C:2]1[C:10]([OH:12])=O.[O:13]([CH2:20][CH2:21][NH2:22])[C:14]1[CH:19]=[CH:18][CH:17]=[CH:16][CH:15]=1.CCN(C(C)C)C(C)C.C1C=CC2N(O)N=NC=2C=1.CCN=C=NCCCN(C)C, predict the reaction product. The product is: [O:13]([CH2:20][CH2:21][NH:22][C:10]([C:2]1[NH:1][C:9]2[C:4](=[N:5][CH:6]=[CH:7][CH:8]=2)[CH:3]=1)=[O:12])[C:14]1[CH:19]=[CH:18][CH:17]=[CH:16][CH:15]=1.